Dataset: Full USPTO retrosynthesis dataset with 1.9M reactions from patents (1976-2016). Task: Predict the reactants needed to synthesize the given product. (1) The reactants are: [OH-].[Na+].[F:3][C:4]1[CH:11]=[CH:10][C:9]([F:12])=[CH:8][C:5]=1[CH:6]=[O:7].[N+:13]([CH3:16])([O-:15])=[O:14].C(O)(=O)C. Given the product [F:3][C:4]1[CH:11]=[CH:10][C:9]([F:12])=[CH:8][C:5]=1[CH:6]([OH:7])[CH2:16][N+:13]([O-:15])=[O:14], predict the reactants needed to synthesize it. (2) The reactants are: C(O)(C(F)(F)F)=O.[CH:8]([O:11][C:12](=[O:36])[C:13]1[CH:18]=[C:17]([C:19]#[N:20])[C:16]([N:21]2[CH2:26][CH2:25][CH:24]([C:27]([O:29]C(C)(C)C)=[O:28])[CH2:23][CH2:22]2)=[N:15][C:14]=1[C:34]#[N:35])([CH3:10])[CH3:9]. Given the product [C:19]([C:17]1[C:16]([N:21]2[CH2:22][CH2:23][CH:24]([C:27]([OH:29])=[O:28])[CH2:25][CH2:26]2)=[N:15][C:14]([C:34]#[N:35])=[C:13]([C:12]([O:11][CH:8]([CH3:10])[CH3:9])=[O:36])[CH:18]=1)#[N:20], predict the reactants needed to synthesize it. (3) Given the product [C:1]([O:4][CH:5]([CH2:7][CH2:8][CH2:9][OH:10])[CH3:6])(=[O:3])[CH3:2], predict the reactants needed to synthesize it. The reactants are: [C:1]([O:4][CH:5]([CH2:7][CH2:8][CH2:9][O:10]CC1C=CC=CC=1)[CH3:6])(=[O:3])[CH3:2].[H][H]. (4) Given the product [Cl:40][C:34]1[CH:35]=[CH:36][CH:37]=[C:38]([F:39])[C:33]=1[CH2:32][CH2:31][C:17]1[N:18]=[C:19]([C:21]2[CH:22]=[CH:23][C:24]([C:27]([F:29])([F:30])[F:28])=[CH:25][CH:26]=2)[S:20][C:16]=1[CH:14]([S:13][C:10]1[CH:11]=[CH:12][C:7]([O:6][CH2:5][C:4]([OH:42])=[O:3])=[C:8]([CH3:41])[CH:9]=1)[CH3:15], predict the reactants needed to synthesize it. The reactants are: C([O:3][C:4](=[O:42])[CH2:5][O:6][C:7]1[CH:12]=[CH:11][C:10]([S:13][CH:14]([C:16]2[S:20][C:19]([C:21]3[CH:26]=[CH:25][C:24]([C:27]([F:30])([F:29])[F:28])=[CH:23][CH:22]=3)=[N:18][C:17]=2[CH2:31][CH2:32][C:33]2[C:38]([F:39])=[CH:37][CH:36]=[CH:35][C:34]=2[Cl:40])[CH3:15])=[CH:9][C:8]=1[CH3:41])C.[Li+].[OH-].Cl. (5) Given the product [CH:6]12[O:9][CH:2]([CH2:8][CH2:7]1)[CH2:3][N:4]([C:15]1[N:16]=[C:11]([Cl:10])[N:12]=[C:13]([N:18]3[CH2:19][CH2:20][N:21]([C:24]([O:26][C:27]([CH3:30])([CH3:29])[CH3:28])=[O:25])[CH2:22][CH2:23]3)[N:14]=1)[CH2:5]2, predict the reactants needed to synthesize it. The reactants are: Cl.[CH:2]12[O:9][CH:6]([CH2:7][CH2:8]1)[CH2:5][NH:4][CH2:3]2.[Cl:10][C:11]1[N:16]=[C:15](Cl)[N:14]=[C:13]([N:18]2[CH2:23][CH2:22][N:21]([C:24]([O:26][C:27]([CH3:30])([CH3:29])[CH3:28])=[O:25])[CH2:20][CH2:19]2)[N:12]=1.C(=O)([O-])[O-].[Na+].[Na+]. (6) Given the product [F:1][C:2]1[CH:7]=[CH:6][C:5]([C:8]2[NH:9][CH:10]=[C:11]([C:19]3[CH2:20][CH2:21][N:22]([CH2:36][CH2:35][C:32]4[CH:31]=[CH:30][C:29]([S:26]([CH3:25])(=[O:28])=[O:27])=[CH:34][CH:33]=4)[CH2:23][CH:24]=3)[C:12]=2[C:13]2[CH:18]=[CH:17][N:16]=[CH:15][CH:14]=2)=[CH:4][CH:3]=1, predict the reactants needed to synthesize it. The reactants are: [F:1][C:2]1[CH:7]=[CH:6][C:5]([C:8]2[NH:9][CH:10]=[C:11]([C:19]3[CH2:20][CH2:21][NH:22][CH2:23][CH:24]=3)[C:12]=2[C:13]2[CH:18]=[CH:17][N:16]=[CH:15][CH:14]=2)=[CH:4][CH:3]=1.[CH3:25][S:26]([C:29]1[CH:34]=[CH:33][C:32]([CH2:35][CH:36]=O)=[CH:31][CH:30]=1)(=[O:28])=[O:27].C(O)(=O)C.[Na]. (7) Given the product [Cl:1][C:2]1[CH:3]=[N:4][N:5]([C:7]2[CH:12]=[CH:11][N:10]=[CH:9][C:8]=2[N:13]2[CH2:14][CH2:15][CH:16]([C:19]([N:26]3[CH2:27][CH:24]([F:23])[CH2:25]3)=[O:21])[CH2:17][CH2:18]2)[CH:6]=1, predict the reactants needed to synthesize it. The reactants are: [Cl:1][C:2]1[CH:3]=[N:4][N:5]([C:7]2[CH:12]=[CH:11][N:10]=[CH:9][C:8]=2[N:13]2[CH2:18][CH2:17][CH:16]([C:19]([OH:21])=O)[CH2:15][CH2:14]2)[CH:6]=1.Cl.[F:23][CH:24]1[CH2:27][NH:26][CH2:25]1.CN(C(ON1N=NC2C=CC=NC1=2)=[N+](C)C)C.F[P-](F)(F)(F)(F)F.CCN(C(C)C)C(C)C.